Dataset: Forward reaction prediction with 1.9M reactions from USPTO patents (1976-2016). Task: Predict the product of the given reaction. (1) Given the reactants [C:1]([O:6][CH2:7][C:8]1[CH:13]=[CH:12][CH:11]=[CH:10][CH:9]=1)(=[O:5])[C:2]([CH3:4])=[CH2:3].[C:14]([O:19][CH3:20])(=[O:18])[C:15]([CH3:17])=[CH2:16].[C:21]([OH:26])(=[O:25])[C:22]([CH3:24])=[CH2:23].N(C(C)(C)C(OC)=O)=NC(C)(C)C(OC)=O, predict the reaction product. The product is: [C:1]([O:6][CH2:7][C:8]1[CH:9]=[CH:10][CH:11]=[CH:12][CH:13]=1)(=[O:5])[C:2]([CH3:4])=[CH2:3].[C:14]([O:19][CH3:20])(=[O:18])[C:15]([CH3:17])=[CH2:16].[C:21]([OH:26])(=[O:25])[C:22]([CH3:24])=[CH2:23]. (2) Given the reactants [N:1]1[CH:6]=[CH:5][CH:4]=[N:3][C:2]=1[NH:7][CH2:8][C:9]1[CH:14]=[CH:13][C:12]([N+:15]([O-])=O)=[CH:11][CH:10]=1, predict the reaction product. The product is: [N:1]1[CH:6]=[CH:5][CH:4]=[N:3][C:2]=1[NH:7][CH2:8][C:9]1[CH:14]=[CH:13][C:12]([NH2:15])=[CH:11][CH:10]=1.